This data is from Drug-target binding data from BindingDB using IC50 measurements. The task is: Regression. Given a target protein amino acid sequence and a drug SMILES string, predict the binding affinity score between them. We predict pIC50 (pIC50 = -log10(IC50 in M); higher means more potent). Dataset: bindingdb_ic50. The drug is N#Cc1cccc(-c2c(C3=NN(C(=O)CCC(=O)O)C(c4ccc(Cl)cc4)C3)c(=O)[nH]c3ccccc23)c1. The target protein (Q62645) has sequence MRGAGGPRGPRGPAKMLLLLALACASPFPEEVPGPGAVGGGTGGARPLNVALVFSGPAYAAEAARLGPAVAAAVRSPGLDVRPVALVLNGSDPRSLVLQLCDLLSGLRVHGVVFEDDSRAPAVAPILDFLSAQTSLPIVAVHGGAALVLTPKEKGSTFLQLGSSTEQQLQVIFEVLEEYDWTSFVAVTTRAPGHRAFLSYIEVLTDGSLVGWEHRGALTLDPGAGEAVLGAQLRSVSAQIRLLFCAREEAEPVFRAAEEAGLTGPGYVWFMVGPQLAGGGGSGVPGEPLLLPGGSPLPAGLFAVRSAGWRDDLARRVAAGVAVVARGAQALLRDYGFLPELGHDCRTQNRTHRGESLHRYFMNITWDNRDYSFNEDGFLVNPSLVVISLTRDRTWEVVGSWEQQTLRLKYPLWSRYGRFLQPVDDTQHLTVATLEERPFVIVEPADPISGTCIRDSVPCRSQLNRTHSPPPDAPRPEKRCCKGFCIDILKRLAHTIGFSY.... The pIC50 is 4.9.